From a dataset of TCR-epitope binding with 47,182 pairs between 192 epitopes and 23,139 TCRs. Binary Classification. Given a T-cell receptor sequence (or CDR3 region) and an epitope sequence, predict whether binding occurs between them. (1) The epitope is FTISVTTEIL. The TCR CDR3 sequence is CASSLRRGLEQYF. Result: 0 (the TCR does not bind to the epitope). (2) The epitope is LLWNGPMAV. The TCR CDR3 sequence is CASSQGGTDEQYF. Result: 0 (the TCR does not bind to the epitope). (3) The epitope is LLWNGPMAV. The TCR CDR3 sequence is CASSPVFGTGDEKLFF. Result: 1 (the TCR binds to the epitope).